The task is: Predict the reactants needed to synthesize the given product.. This data is from Full USPTO retrosynthesis dataset with 1.9M reactions from patents (1976-2016). (1) The reactants are: C(N(S(F)(F)[F:7])CC)C.O[CH2:11][C:12]1[N:16]2[C:17](=[O:33])[N:18]([CH:20]3[CH2:25][CH2:24][N:23]([C:26]([O:28][C:29]([CH3:32])([CH3:31])[CH3:30])=[O:27])[CH2:22][CH2:21]3)[CH2:19][C:15]2=[CH:14][N:13]=1. Given the product [F:7][CH2:11][C:12]1[N:16]2[C:17](=[O:33])[N:18]([CH:20]3[CH2:25][CH2:24][N:23]([C:26]([O:28][C:29]([CH3:32])([CH3:31])[CH3:30])=[O:27])[CH2:22][CH2:21]3)[CH2:19][C:15]2=[CH:14][N:13]=1, predict the reactants needed to synthesize it. (2) Given the product [Br:12][C:13]1[C:14]([O:32][CH3:33])=[C:15]([C:21]([CH2:24][S:8]([C:5]2[CH:6]=[CH:7][C:2]([F:1])=[CH:3][CH:4]=2)(=[O:10])=[O:9])=[CH:22][CH:23]=1)[C:16]([O:18][CH2:19][CH3:20])=[O:17], predict the reactants needed to synthesize it. The reactants are: [F:1][C:2]1[CH:7]=[CH:6][C:5]([S:8]([O-:10])=[O:9])=[CH:4][CH:3]=1.[Na+].[Br:12][C:13]1[C:14]([O:32][CH3:33])=[C:15]([C:21]([CH2:24]SC2C=CC=CC=2)=[CH:22][CH:23]=1)[C:16]([O:18][CH2:19][CH3:20])=[O:17].C(=O)(O)[O-].[Na+].